From a dataset of Catalyst prediction with 721,799 reactions and 888 catalyst types from USPTO. Predict which catalyst facilitates the given reaction. (1) Product: [CH2:1]([O:3][C:4](=[O:10])[C:5](=[N:22][NH:21][CH2:17][CH2:18][CH2:19][CH3:20])[CH:6]([CH3:8])[CH3:7])[CH3:2]. The catalyst class is: 22. Reactant: [CH2:1]([O:3][C:4](=[O:10])[C:5](=O)[CH:6]([CH3:8])[CH3:7])[CH3:2].C(O)(=O)C(O)=O.[CH2:17]([NH:21][NH2:22])[CH2:18][CH2:19][CH3:20].CC([O-])=O.[Na+].[O-]S([O-])(=O)=O.[Mg+2]. (2) Reactant: [CH3:1][C:2]1[C:7]([N+:8]([O-])=O)=[CH:6][CH:5]=[CH:4][C:3]=1[CH2:11]C#N.N[C:15]1[C:16]([CH3:24])=[C:17](CC#N)C=CC=1.CC[O:27]C(C)=O.CCO. Product: [CH2:15]([O:27][CH2:11][C:3]1[C:2]([CH3:1])=[C:7]([CH:6]=[CH:5][CH:4]=1)[NH2:8])[CH:16]([CH3:24])[CH3:17]. The catalyst class is: 45. (3) Reactant: [NH2:1][C:2]1[CH:7]=[C:6]([Cl:8])[C:5]([N+:9]([O-:11])=[O:10])=[CH:4][C:3]=1[OH:12].[CH2:13](Br)[CH:14]=[CH2:15].C([O-])([O-])=O.[K+].[K+]. Product: [CH2:15]([O:12][C:3]1[CH:4]=[C:5]([N+:9]([O-:11])=[O:10])[C:6]([Cl:8])=[CH:7][C:2]=1[NH2:1])[CH:14]=[CH2:13]. The catalyst class is: 3. (4) Reactant: [Br:1][C:2]1[CH:3]=[C:4]2[C:9](=[CH:10][CH:11]=1)[C:8](=[O:12])[NH:7][C:6](=[O:13])/[C:5]/2=[CH:14]/OC.[NH2:17][C:18]1[CH:23]=[CH:22][C:21]([N:24]([CH3:28])[CH2:25][CH2:26][OH:27])=[CH:20][CH:19]=1.C(N(CC)CC)C. Product: [Br:1][C:2]1[CH:3]=[C:4]2[C:9](=[CH:10][CH:11]=1)[C:8](=[O:12])[NH:7][C:6](=[O:13])/[C:5]/2=[CH:14]\[NH:17][C:18]1[CH:19]=[CH:20][C:21]([N:24]([CH2:25][CH2:26][OH:27])[CH3:28])=[CH:22][CH:23]=1. The catalyst class is: 9. (5) Product: [F:1][C:2]1[CH:30]=[CH:29][CH:28]=[C:27]([F:31])[C:3]=1[CH2:4][O:5][C:6]1[C:7]2[N:8]([C:18]([C:22]([O:24][CH2:25][CH3:26])=[O:23])=[C:19]([CH3:21])[N:20]=2)[CH:9]=[C:10]([C:12]#[CH:13])[CH:11]=1. Reactant: [F:1][C:2]1[CH:30]=[CH:29][CH:28]=[C:27]([F:31])[C:3]=1[CH2:4][O:5][C:6]1[C:7]2[N:8]([C:18]([C:22]([O:24][CH2:25][CH3:26])=[O:23])=[C:19]([CH3:21])[N:20]=2)[CH:9]=[C:10]([C:12]#[C:13][Si](C)(C)C)[CH:11]=1.C(=O)([O-])[O-].[K+].[K+]. The catalyst class is: 5. (6) Reactant: CS([O:5][CH2:6][CH2:7][O:8][CH2:9][CH2:10][O:11][CH2:12][CH2:13][O:14][CH2:15][CH2:16][N:17]=[N+:18]=[N-:19])(=O)=O.C([O-])([O-])=O.[Cs+].[Cs+].O[C:27]1[CH:32]=[CH:31][C:30]([C:33]2[NH:34][C:35](=[O:45])[C:36]3[C:41]([CH:42]=2)=[CH:40][CH:39]=[C:38]([O:43][CH3:44])[CH:37]=3)=[CH:29][CH:28]=1.O. Product: [N:17]([CH2:16][CH2:15][O:14][CH2:13][CH2:12][O:11][CH2:10][CH2:9][O:8][CH2:7][CH2:6][O:5][C:27]1[CH:28]=[CH:29][C:30]([C:33]2[NH:34][C:35](=[O:45])[C:36]3[C:41]([CH:42]=2)=[CH:40][CH:39]=[C:38]([O:43][CH3:44])[CH:37]=3)=[CH:31][CH:32]=1)=[N+:18]=[N-:19]. The catalyst class is: 3.